From a dataset of Aqueous solubility values for 9,982 compounds from the AqSolDB database. Regression/Classification. Given a drug SMILES string, predict its absorption, distribution, metabolism, or excretion properties. Task type varies by dataset: regression for continuous measurements (e.g., permeability, clearance, half-life) or binary classification for categorical outcomes (e.g., BBB penetration, CYP inhibition). For this dataset (solubility_aqsoldb), we predict Y. (1) The drug is CC(=O)C(N=Nc1ccc(C)cc1[N+](=O)[O-])C(=O)Nc1ccccc1. The Y is -7.42 log mol/L. (2) The compound is COC(=O)c1ccccc1O. The Y is -1.31 log mol/L. (3) The molecule is NC1CONC1=O. The Y is -0.0100 log mol/L. (4) The compound is COC(=O)c1ccc(OC)cc1. The Y is -2.34 log mol/L. (5) The Y is -7.38 log mol/L. The drug is CCN(CC)c1ccc(N=Nc2c(Br)cc([N+](=O)[O-])cc2[N+](=O)[O-])c(NC(C)=O)c1. (6) The drug is CC1(C)CCC(Cc2ccc(Cl)cc2)C1(O)Cn1cncn1. The Y is -4.33 log mol/L.